Predict which catalyst facilitates the given reaction. From a dataset of Catalyst prediction with 721,799 reactions and 888 catalyst types from USPTO. (1) Reactant: [N+:1]([C:4]1[CH:9]=[CH:8][C:7]([C:10]2[S:11][C:12]3[CH:18]=[CH:17][CH:16]=[CH:15][C:13]=3[N:14]=2)=[CH:6][CH:5]=1)([O-])=O.O.O.[Sn](Cl)Cl. Product: [NH2:1][C:4]1[CH:5]=[CH:6][C:7]([C:10]2[S:11][C:12]3[CH:18]=[CH:17][CH:16]=[CH:15][C:13]=3[N:14]=2)=[CH:8][CH:9]=1. The catalyst class is: 8. (2) Reactant: [CH3:1][CH2:2][CH2:3][CH2:4][CH2:5][CH2:6][CH2:7][CH2:8][CH2:9][CH2:10][CH2:11][CH2:12][CH2:13]/[CH:14]=[CH:15]/[C@@H:16]([OH:21])[C@@H:17]([NH2:20])[CH2:18][OH:19].[OH-].[Na+].[CH3:24][C:25]([O:28][C:29](O[C:29]([O:28][C:25]([CH3:27])([CH3:26])[CH3:24])=[O:30])=[O:30])([CH3:27])[CH3:26].CCCCCC.CCOC(C)=O. Product: [C:29]([NH:20][C@H:17]([C@@H:16](/[CH:15]=[CH:14]/[CH2:13][CH2:12][CH2:11][CH2:10][CH2:9][CH2:8][CH2:7][CH2:6][CH2:5][CH2:4][CH2:3][CH2:2][CH3:1])[OH:21])[CH2:18][OH:19])([O:28][C:25]([CH3:27])([CH3:26])[CH3:24])=[O:30]. The catalyst class is: 88. (3) Reactant: [CH3:1]C(C)([O-])C.[Na+].IC.[O:9]=[C:10]1[NH:15][C:14]2[CH:16]=[C:17]([C:19]3[C:20](=[O:29])[NH:21][C:22]4[C:27]([CH:28]=3)=[CH:26][CH:25]=[CH:24][CH:23]=4)[NH:18][C:13]=2[CH:12]=[CH:11]1.O. Product: [CH3:1][N:15]1[C:10](=[O:9])[CH:11]=[CH:12][C:13]2[NH:18][C:17]([C:19]3[C:20](=[O:29])[NH:21][C:22]4[C:27]([CH:28]=3)=[CH:26][CH:25]=[CH:24][CH:23]=4)=[CH:16][C:14]1=2. The catalyst class is: 1. (4) Reactant: CS[C:3]1[S:4][C:5](=[CH:9][C:10]2[CH:11]=[C:12]3[C:17](=[CH:18][CH:19]=2)[N:16]=[CH:15][N:14]=[CH:13]3)[C:6](=[O:8])[N:7]=1.[S:20]1[CH:24]=[CH:23][CH:22]=[C:21]1[CH2:25][NH2:26].C(N(C(C)C)CC)(C)C. Product: [N:16]1[C:17]2[C:12](=[CH:11][C:10](/[CH:9]=[C:5]3/[C:6](=[O:8])[N:7]=[C:3]([NH:26][CH2:25][C:21]4[S:20][CH:24]=[CH:23][CH:22]=4)[S:4]/3)=[CH:19][CH:18]=2)[CH:13]=[N:14][CH:15]=1. The catalyst class is: 10.